Dataset: Forward reaction prediction with 1.9M reactions from USPTO patents (1976-2016). Task: Predict the product of the given reaction. Given the reactants C([O-])(=O)C.[NH4+:5].[C:6]1([CH3:12])[CH:11]=[CH:10][CH:9]=[CH:8][CH:7]=1.[C:13]([O:16][CH2:17][CH3:18])(=[O:15])[CH3:14], predict the reaction product. The product is: [NH2:5]/[C:10](/[CH2:9][CH2:8][CH2:7][CH:6]([CH3:12])[CH3:11])=[CH:14]\[C:13]([O:16][CH2:17][CH3:18])=[O:15].